From a dataset of Reaction yield outcomes from USPTO patents with 853,638 reactions. Predict the reaction yield, written as a fraction of the theoretical maximum amount of product (1.0 means a 100% yield; for example, 0.34 means a 34% yield). (1) The reactants are [C:1]([C:5]1[CH:10]=[C:9]([F:11])[CH:8]=[CH:7][C:6]=1[OH:12])([CH3:4])([CH3:3])[CH3:2].CCN(CC)CC.Cl[C:21]([O:23][CH3:24])=[O:22]. The catalyst is O1CCOCC1. The product is [C:21](=[O:22])([O:23][CH3:24])[O:12][C:6]1[CH:7]=[CH:8][C:9]([F:11])=[CH:10][C:5]=1[C:1]([CH3:4])([CH3:2])[CH3:3]. The yield is 0.590. (2) The reactants are [Cl:1][C:2]1[CH:3]=[CH:4][N:5]=[C:6]2[C:11]=1[N:10]=[CH:9][C:8]([OH:12])=[CH:7]2.C(=O)([O-])[O-].[Cs+].[Cs+].FC(F)(F)S(O[CH2:25][C:26]([F:29])([F:28])[F:27])(=O)=O. The catalyst is CN(C=O)C. The product is [Cl:1][C:2]1[CH:3]=[CH:4][N:5]=[C:6]2[C:11]=1[N:10]=[CH:9][C:8]([O:12][CH2:25][C:26]([F:29])([F:28])[F:27])=[CH:7]2. The yield is 0.560. (3) The reactants are C(OC([N:8]([CH2:38][C:39]([O:41][C:42](C)([CH3:44])[CH3:43])=[O:40])[C:9]1[CH:14]=[CH:13][CH:12]=[C:11]([CH:15]([S:29]([C:32]2[CH:37]=[CH:36][CH:35]=[CH:34][N:33]=2)(=[O:31])=[O:30])[NH:16][CH2:17][C:18]2[CH:23]=[CH:22][C:21]([C:24]3[S:25][CH:26]=[CH:27][N:28]=3)=[CH:20][CH:19]=2)[N:10]=1)=O)(C)(C)C.Cl.C(=O)([O-])O.[Na+]. The catalyst is C(O)(C)C. The product is [N:33]1[CH:34]=[CH:35][CH:36]=[CH:37][C:32]=1[S:29]([CH:15]([NH:16][CH2:17][C:18]1[CH:19]=[CH:20][C:21]([C:24]2[S:25][CH:26]=[CH:27][N:28]=2)=[CH:22][CH:23]=1)[C:11]1[N:10]=[C:9]([NH:8][CH2:38][C:39]([O:41][CH:42]([CH3:44])[CH3:43])=[O:40])[CH:14]=[CH:13][CH:12]=1)(=[O:31])=[O:30]. The yield is 0.800. (4) The reactants are [N:1]1[CH:6]=[CH:5][CH:4]=[CH:3][C:2]=1[CH:7]=O.[NH:9]1[C:13]2[CH:14]=[CH:15][CH:16]=[CH:17][C:12]=2[N:11]=[C:10]1[CH2:18][N:19]([CH2:30][C:31]1[CH:36]=[CH:35][CH:34]=[C:33]([CH2:37][NH:38][CH:39]([C:41]2[CH:46]=[CH:45][CH:44]=[CH:43][CH:42]=2)[CH3:40])[CH:32]=1)[CH:20]1[C:29]2[N:28]=[CH:27][CH:26]=[CH:25][C:24]=2[CH2:23][CH2:22][CH2:21]1.C(O[BH-](OC(=O)C)OC(=O)C)(=O)C.[Na+]. The catalyst is C(Cl)Cl. The product is [NH:9]1[C:13]2[CH:14]=[CH:15][CH:16]=[CH:17][C:12]=2[N:11]=[C:10]1[CH2:18][N:19]([CH2:30][C:31]1[CH:36]=[CH:35][CH:34]=[C:33]([CH2:37][N:38]([CH:39]([C:41]2[CH:46]=[CH:45][CH:44]=[CH:43][CH:42]=2)[CH3:40])[CH2:7][C:2]2[CH:3]=[CH:4][CH:5]=[CH:6][N:1]=2)[CH:32]=1)[CH:20]1[C:29]2[N:28]=[CH:27][CH:26]=[CH:25][C:24]=2[CH2:23][CH2:22][CH2:21]1. The yield is 0.500.